This data is from Reaction yield outcomes from USPTO patents with 853,638 reactions. The task is: Predict the reaction yield, written as a fraction of the theoretical maximum amount of product (1.0 means a 100% yield; for example, 0.34 means a 34% yield). (1) The reactants are [C:1]([NH2:10])(=[O:9])[C:2]1[C:3](=[CH:5][CH:6]=[CH:7][CH:8]=1)[OH:4].[CH3:11][C:12]([CH3:14])=O. The catalyst is S(=O)(=O)(O)O. The product is [CH3:11][C:12]1([CH3:14])[NH:10][C:1](=[O:9])[C:2]2[CH:8]=[CH:7][CH:6]=[CH:5][C:3]=2[O:4]1. The yield is 0.470. (2) The reactants are [CH2:1]([O:8][C:9](=[O:15])[C@H:10]([CH:12]([CH3:14])[CH3:13])[NH2:11])[C:2]1[CH:7]=[CH:6][CH:5]=[CH:4][CH:3]=1.[CH2:16]1[CH2:22][S:19](=[O:21])(=[O:20])[O:18][CH2:17]1. The catalyst is CO. The product is [CH2:1]([O:8][C:9]([C@@H:10]([NH:11][CH2:17][CH2:16][CH2:22][S:19]([OH:21])(=[O:20])=[O:18])[CH:12]([CH3:13])[CH3:14])=[O:15])[C:2]1[CH:7]=[CH:6][CH:5]=[CH:4][CH:3]=1. The yield is 0.390. (3) The reactants are [ClH:1].C(OC([N:9]1[CH2:14][CH2:13][N:12]([CH:15]([CH3:17])[CH3:16])[CH2:11][CH2:10]1)=O)(C)(C)C. The catalyst is C(O)C. The product is [ClH:1].[CH:15]([N:12]1[CH2:13][CH2:14][NH:9][CH2:10][CH2:11]1)([CH3:17])[CH3:16]. The yield is 0.410. (4) The reactants are [F:1][C:2]1[CH:17]=[C:16]([F:18])[CH:15]=[CH:14][C:3]=1[CH2:4][N:5]1[C:10](=[O:11])[CH:9]=[CH:8][C:7]([CH2:12][OH:13])=[N:6]1. The catalyst is C1(C)C=CC=CC=1.[O-2].[O-2].[Mn+4]. The product is [F:1][C:2]1[CH:17]=[C:16]([F:18])[CH:15]=[CH:14][C:3]=1[CH2:4][N:5]1[C:10](=[O:11])[CH:9]=[CH:8][C:7]([CH:12]=[O:13])=[N:6]1. The yield is 0.690.